This data is from Forward reaction prediction with 1.9M reactions from USPTO patents (1976-2016). The task is: Predict the product of the given reaction. (1) The product is: [F:1][C:2]1[CH:7]=[CH:6][CH:5]=[C:4]([F:8])[C:3]=1[N:9]1[C:14]2[N:15]=[C:16]([N:29]3[CH2:30][CH2:31][CH:32]([N:35]4[CH2:36][CH2:37][CH:38]([CH3:41])[CH2:39][CH2:40]4)[CH2:33][CH2:34]3)[N:17]=[C:18]([C:19]3[CH:20]=[C:21]([CH:25]=[CH:26][C:27]=3[CH3:28])[C:22]([NH:51][CH:52]([CH3:57])[CH3:53])=[O:23])[C:13]=2[CH:12]=[CH:11][C:10]1=[O:42]. Given the reactants [F:1][C:2]1[CH:7]=[CH:6][CH:5]=[C:4]([F:8])[C:3]=1[N:9]1[C:14]2[N:15]=[C:16]([N:29]3[CH2:34][CH2:33][CH:32]([N:35]4[CH2:40][CH2:39][CH:38]([CH3:41])[CH2:37][CH2:36]4)[CH2:31][CH2:30]3)[N:17]=[C:18]([C:19]3[CH:20]=[C:21]([CH:25]=[CH:26][C:27]=3[CH3:28])[C:22](O)=[O:23])[C:13]=2[CH:12]=[CH:11][C:10]1=[O:42].CN(C(O[N:51]1N=N[C:53]2C=CC=[CH:57][C:52]1=2)=[N+](C)C)C.F[P-](F)(F)(F)(F)F.C(N(CC)CC)C.C(N)(C)C, predict the reaction product. (2) The product is: [Br:1][C:15]1[C:14]([C:25]#[N:26])=[N:13][N:12]([CH2:8][CH2:9][CH2:10][CH3:11])[C:16]=1[CH2:17][CH2:18][S:19]([CH2:22][CH2:23][CH3:24])(=[O:21])=[O:20]. Given the reactants [Br:1]Br.C([O-])(=O)C.[K+].[CH2:8]([N:12]1[C:16]([CH2:17][CH2:18][S:19]([CH2:22][CH2:23][CH3:24])(=[O:21])=[O:20])=[CH:15][C:14]([C:25]#[N:26])=[N:13]1)[CH2:9][CH2:10][CH3:11].C(=O)(O)[O-].[Na+], predict the reaction product. (3) Given the reactants [CH2:1]=[CH:2][CH2:3][CH2:4][CH2:5][CH2:6][CH2:7][CH2:8][CH2:9][CH2:10][CH2:11][CH2:12][CH:13]=[CH2:14].[CH2:15]([O:17][SiH:18]([O:22][CH2:23][CH3:24])[O:19][CH2:20][CH3:21])[CH3:16], predict the reaction product. The product is: [CH2:15]([O:17][Si:18]([O:22][CH2:23][CH3:24])([O:19][CH2:20][CH3:21])[CH2:14][CH2:13][CH2:12][CH2:11][CH2:10][CH2:9][CH2:8][CH2:7][CH2:6][CH2:5][CH2:4][CH2:3][CH2:2][CH2:1][Si:18]([O:22][CH2:23][CH3:24])([O:19][CH2:20][CH3:21])[O:17][CH2:15][CH3:16])[CH3:16]. (4) Given the reactants [CH2:1]([CH:3]([C:6]1[C:10]([CH2:11][CH2:12][CH2:13][OH:14])=[CH:9][N:8]([C:15]2[CH:20]=[CH:19][C:18]([C:21]([F:24])([F:23])[F:22])=[CH:17][N:16]=2)[N:7]=1)[CH2:4][CH3:5])[CH3:2].O[C:26]1[CH:31]=[CH:30][CH:29]=[CH:28][C:27]=1[CH2:32][C:33]([O:35]C)=[O:34].C(P(CCCC)CCCC)CCC.N(C(N1CCCCC1)=O)=NC(N1CCCCC1)=O, predict the reaction product. The product is: [CH2:1]([CH:3]([C:6]1[C:10]([CH2:11][CH2:12][CH2:13][O:14][C:26]2[CH:31]=[CH:30][CH:29]=[CH:28][C:27]=2[CH2:32][C:33]([OH:35])=[O:34])=[CH:9][N:8]([C:15]2[CH:20]=[CH:19][C:18]([C:21]([F:23])([F:24])[F:22])=[CH:17][N:16]=2)[N:7]=1)[CH2:4][CH3:5])[CH3:2]. (5) Given the reactants [CH3:1][O:2][CH:3]([CH2:17][CH2:18][CH3:19])[C:4]#[C:5][C:6]1[CH:15]=[CH:14][CH:13]=[C:12]2[C:7]=1[CH2:8][CH2:9][CH2:10][C:11]2=[O:16], predict the reaction product. The product is: [CH3:1][O:2][CH:3]([CH2:17][CH2:18][CH3:19])[CH2:4][CH2:5][C:6]1[CH:15]=[CH:14][CH:13]=[C:12]2[C:7]=1[CH2:8][CH2:9][CH2:10][C:11]2=[O:16]. (6) Given the reactants [CH3:1][C:2]1[CH:22]=[CH:21][CH:20]=[CH:19][C:3]=1[O:4][C:5]1[CH:6]=[C:7]([NH:11][CH2:12][C:13]2[CH:14]=[N:15][CH:16]=[CH:17][CH:18]=2)[CH:8]=[CH:9][CH:10]=1.[F:23][C:24]([F:31])([F:30])[CH2:25][S:26](Cl)(=[O:28])=[O:27], predict the reaction product. The product is: [CH3:1][C:2]1[CH:22]=[CH:21][CH:20]=[CH:19][C:3]=1[O:4][C:5]1[CH:6]=[C:7]([N:11]([CH2:12][C:13]2[CH:14]=[N:15][CH:16]=[CH:17][CH:18]=2)[S:26]([CH2:25][C:24]([F:31])([F:30])[F:23])(=[O:28])=[O:27])[CH:8]=[CH:9][CH:10]=1. (7) Given the reactants [CH:1]([S:3]([CH3:6])(=[O:5])=[O:4])=[CH2:2].[C:7]([O:11][C:12]([N:14]1[CH2:19][CH2:18][NH:17][CH2:16][CH2:15]1)=[O:13])([CH3:10])([CH3:9])[CH3:8], predict the reaction product. The product is: [C:7]([O:11][C:12]([N:14]1[CH2:19][CH2:18][N:17]([CH2:2][CH2:1][S:3]([CH3:6])(=[O:5])=[O:4])[CH2:16][CH2:15]1)=[O:13])([CH3:10])([CH3:8])[CH3:9]. (8) Given the reactants Cl[C:2]1[N:3]=[C:4]([CH2:12][OH:13])[C:5]2[C:10]([CH:11]=1)=[CH:9][CH:8]=[CH:7][CH:6]=2.CC(C1C=C(C(C)C)C(C2C=CC=CC=2P(C2CCCCC2)C2CCCCC2)=C(C(C)C)C=1)C.[CH3:48][N:49](C=O)C, predict the reaction product. The product is: [OH:13][CH2:12][C:4]1[C:5]2[C:10](=[CH:9][CH:8]=[CH:7][CH:6]=2)[CH:11]=[C:2]([C:48]#[N:49])[N:3]=1.